This data is from Reaction yield outcomes from USPTO patents with 853,638 reactions. The task is: Predict the reaction yield, written as a fraction of the theoretical maximum amount of product (1.0 means a 100% yield; for example, 0.34 means a 34% yield). The yield is 0.850. The catalyst is CC#N. The product is [CH2:7]([CH:6]1[CH2:5][O:4]1)[CH2:8][CH2:9][CH2:10][CH2:11][CH2:12][CH2:13][CH2:14][CH2:15][CH3:16]. The reactants are CC#N.[OH2:4].[CH2:5]=[CH:6][CH2:7][CH2:8][CH2:9][CH2:10][CH2:11][CH2:12][CH2:13][CH2:14][CH2:15][CH3:16].C(Cl)Cl.OF.